Dataset: Reaction yield outcomes from USPTO patents with 853,638 reactions. Task: Predict the reaction yield, written as a fraction of the theoretical maximum amount of product (1.0 means a 100% yield; for example, 0.34 means a 34% yield). (1) The reactants are [F:1][C:2]1[CH:7]=[CH:6][CH:5]=[CH:4][C:3]=1[S:8][CH:9]1[CH2:14][CH2:13][N:12]([C:15]([O:17][C:18]([CH3:21])([CH3:20])[CH3:19])=[O:16])[CH2:11][CH2:10]1.[OH:22]OS([O-])=O.[K+].[OH2:28]. The catalyst is C1COCC1.CO. The product is [F:1][C:2]1[CH:7]=[CH:6][CH:5]=[CH:4][C:3]=1[S:8]([CH:9]1[CH2:10][CH2:11][N:12]([C:15]([O:17][C:18]([CH3:21])([CH3:20])[CH3:19])=[O:16])[CH2:13][CH2:14]1)(=[O:22])=[O:28]. The yield is 0.600. (2) The catalyst is CC([O-])=O.CC([O-])=O.[Pd+2].C1C=CC(P(C2C(C3C(P(C4C=CC=CC=4)C4C=CC=CC=4)=CC=C4C=3C=CC=C4)=C3C(C=CC=C3)=CC=2)C2C=CC=CC=2)=CC=1.C1(C)C=CC=CC=1. The reactants are [C:1](=[N:14][NH2:15])([C:8]1[CH:13]=[CH:12][CH:11]=[CH:10][CH:9]=1)[C:2]1[CH:7]=[CH:6][CH:5]=[CH:4][CH:3]=1.[Cl:16][C:17]1[CH:22]=[CH:21][C:20](Br)=[CH:19][CH:18]=1.CC([O-])(C)C.[Na+]. The yield is 0.640. The product is [Cl:16][C:17]1[CH:22]=[CH:21][C:20]([NH:15][N:14]=[C:1]([C:8]2[CH:9]=[CH:10][CH:11]=[CH:12][CH:13]=2)[C:2]2[CH:7]=[CH:6][CH:5]=[CH:4][CH:3]=2)=[CH:19][CH:18]=1. (3) The reactants are FC(F)(F)S(O[C:7]1[CH:16]=[C:15]([F:17])[CH:14]=[C:13]2[C:8]=1[CH:9]=[CH:10][C:11]([CH3:18])=[N:12]2)(=O)=O.[C:21](=[O:24])([O-])[O-:22].[K+].[K+].[CH3:27][N:28]([CH:30]=O)C. The catalyst is C1C=CC(P(C2C=CC=CC=2)[C-]2C=CC=C2)=CC=1.C1C=CC(P(C2C=CC=CC=2)[C-]2C=CC=C2)=CC=1.Cl[Pd]Cl.[Fe+2]. The product is [C:8]([O:22][C:21]([N:28]1[CH2:30][CH:10]=[C:11]([C:7]2[CH:16]=[C:15]([F:17])[CH:14]=[C:13]3[C:8]=2[CH:9]=[CH:10][C:11]([CH3:18])=[N:12]3)[CH2:18][CH2:27]1)=[O:24])([CH3:13])([CH3:9])[CH3:7]. The yield is 0.660. (4) The reactants are [N:1]1[CH:6]=[CH:5][CH:4]=[CH:3][C:2]=1[N:7]([CH2:30][CH2:31][C:32]([O:34][CH2:35][CH3:36])=[O:33])[C:8]([C:10]1[CH:29]=[CH:28][C:13]2[N:14]([CH3:27])[C:15]([CH2:17][CH2:18][C:19]3[CH:24]=[CH:23][C:22]([C:25]#[N:26])=[CH:21][CH:20]=3)=[N:16][C:12]=2[CH:11]=1)=[O:9].[ClH:37].C(O)C.C(=O)([O-])[O-].[NH4+:45].[NH4+]. The catalyst is ClCCl.CO. The product is [ClH:37].[N:1]1[CH:6]=[CH:5][CH:4]=[CH:3][C:2]=1[N:7]([CH2:30][CH2:31][C:32]([O:34][CH2:35][CH3:36])=[O:33])[C:8]([C:10]1[CH:29]=[CH:28][C:13]2[N:14]([CH3:27])[C:15]([CH2:17][CH2:18][C:19]3[CH:24]=[CH:23][C:22]([C:25](=[NH:45])[NH2:26])=[CH:21][CH:20]=3)=[N:16][C:12]=2[CH:11]=1)=[O:9]. The yield is 0.850. (5) The reactants are [NH2:1][C:2]1[S:6][C:5]([C:7]([O:9]CC)=O)=[N:4][N:3]=1.[CH:12]1([NH2:15])[CH2:14][CH2:13]1. The catalyst is CO. The product is [NH2:1][C:2]1[S:6][C:5]([C:7]([NH:15][CH:12]2[CH2:14][CH2:13]2)=[O:9])=[N:4][N:3]=1. The yield is 0.720. (6) The product is [Cl:1][C:2]1[CH:10]=[C:9]2[C:5]([CH:6]=[C:7]([CH3:11])[NH:8]2)=[CH:4][CH:3]=1. The yield is 0.270. The catalyst is ClCCCl. The reactants are [Cl:1][C:2]1[CH:10]=[C:9]2[C:5]([CH:6]=[C:7]([CH2:11]O)[NH:8]2)=[CH:4][CH:3]=1.FC(F)(F)C(O)=O.C([SiH](CC)CC)C. (7) The catalyst is CC(C)=O. The yield is 0.952. The product is [CH3:23][O:11][C:6]1[C:5]2[C:10](=[C:1]([O:16][CH3:13])[CH:2]=[CH:3][CH:4]=2)[CH:9]=[CH:8][CH:7]=1. The reactants are [C:1]1(O)[C:10]2[CH:9]=[CH:8][CH:7]=[C:6]([OH:11])[C:5]=2[CH:4]=[CH:3][CH:2]=1.[C:13](=[O:16])([O-])[O-].[K+].[K+].S(OC)(O[CH3:23])(=O)=O.O. (8) The reactants are [Cl:1][CH2:2]I.[C:4]([O:8][P:9]([O-:16])([O:11][C:12]([CH3:15])([CH3:14])[CH3:13])=[O:10])([CH3:7])([CH3:6])[CH3:5].C([N+](CCCC)(CCCC)CCCC)CCC. The catalyst is C1C=CC=CC=1. The product is [P:9]([O:16][CH2:2][Cl:1])([O:8][C:4]([CH3:7])([CH3:6])[CH3:5])([O:11][C:12]([CH3:14])([CH3:15])[CH3:13])=[O:10]. The yield is 0.290. (9) The reactants are [CH3:1][C:2]1(O)[CH:9]2[CH2:10][CH:5]3[CH2:6][CH:7]([CH2:11][CH:3]1[CH2:4]3)[CH2:8]2.[C:13](Cl)(=[O:16])[CH:14]=[CH2:15].C([O:20]CC)C. No catalyst specified. The product is [C:13]([O:16][C:3]12[CH2:11][CH:7]3[CH2:6][CH:5]([CH2:10][CH:9]([CH2:8]3)[CH:2]1[CH3:1])[CH2:4]2)(=[O:20])[CH:14]=[CH2:15]. The yield is 0.550. (10) The reactants are [Cl:1][C:2]1[C:7]([CH2:8][C:9]#N)=[CH:6][CH:5]=[CH:4][N:3]=1.S(=O)(=O)(O)[OH:12].[OH2:16]. No catalyst specified. The product is [Cl:1][C:2]1[C:7]([CH2:8][C:9]([OH:12])=[O:16])=[CH:6][CH:5]=[CH:4][N:3]=1. The yield is 0.800.